Dataset: Forward reaction prediction with 1.9M reactions from USPTO patents (1976-2016). Task: Predict the product of the given reaction. (1) Given the reactants [Cl:1][C:2]1[CH:7]=[CH:6][C:5]([CH2:8][CH2:9][CH2:10][NH:11][C:12]2[CH:17]=[CH:16][C:15]([CH3:18])=[C:14]([NH2:19])[CH:13]=2)=[CH:4][CH:3]=1.[C:20]1([C:29](=O)[NH:28][C:26](=[O:27])[NH:25][C:23]1=[O:24])=[N:21]O.O, predict the reaction product. The product is: [NH2:19][C:14]1[C:15]([CH3:18])=[CH:16][C:17]2[N:21]=[C:20]3[C:29]([N:11]([CH2:10][CH2:9][CH2:8][C:5]4[CH:6]=[CH:7][C:2]([Cl:1])=[CH:3][CH:4]=4)[C:12]=2[CH:13]=1)=[N:28][C:26](=[O:27])[NH:25][C:23]3=[O:24]. (2) Given the reactants [F:1][C:2]1([F:22])[CH2:5][CH:4]([CH2:6][O:7][C:8]2[C:9]3[N:10]([C:15]([C:19]([OH:21])=O)=[C:16]([CH3:18])[N:17]=3)[CH:11]=[C:12]([CH3:14])[CH:13]=2)[CH2:3]1.CN(C(ON1N=NC2C=CC=NC1=2)=[N+](C)C)C.F[P-](F)(F)(F)(F)F.C(N(CC)C(C)C)(C)C.Cl.[NH2:57][CH:58]([CH2:63][CH2:64][CH2:65][C:66]([F:69])([F:68])[F:67])[C:59]([CH3:62])([OH:61])[CH3:60], predict the reaction product. The product is: [F:1][C:2]1([F:22])[CH2:5][CH:4]([CH2:6][O:7][C:8]2[C:9]3[N:10]([C:15]([C:19]([NH:57][CH:58]([CH2:63][CH2:64][CH2:65][C:66]([F:67])([F:68])[F:69])[C:59]([OH:61])([CH3:62])[CH3:60])=[O:21])=[C:16]([CH3:18])[N:17]=3)[CH:11]=[C:12]([CH3:14])[CH:13]=2)[CH2:3]1. (3) Given the reactants C([N:8]1[CH2:13][CH2:12][N:11]([CH2:14][CH:15]2[C:19](=[O:20])[O:18][C@H:17]3[C:21]4[C@@:26]([CH3:29])([CH2:27][CH2:28][C:16]23[OH:31])[CH2:25][CH2:24][CH2:23][C:22]=4[CH3:30])[CH2:10][CH2:9]1)C1C=CC=CC=1, predict the reaction product. The product is: [OH:31][C:16]12[CH2:28][CH2:27][C@:26]3([CH3:29])[C:21](=[C:22]([CH3:30])[CH2:23][CH2:24][CH2:25]3)[C@@H:17]1[O:18][C:19](=[O:20])[CH:15]2[CH2:14][N:11]1[CH2:12][CH2:13][NH:8][CH2:9][CH2:10]1. (4) Given the reactants Cl[C:2]1[N:7]=[C:6]([N:8]2[CH2:11][CH2:10][CH:9]2[C:12]2[O:16][N:15]=[C:14]([C:17]3[CH:22]=[CH:21][CH:20]=[CH:19][N:18]=3)[CH:13]=2)[N:5]=[C:4]([NH:23][C:24]2[CH:28]=[C:27]([CH3:29])[NH:26][N:25]=2)[CH:3]=1.[NH:30]1[CH2:35][CH2:34][O:33][CH2:32][CH2:31]1, predict the reaction product. The product is: [O:33]1[CH2:34][CH2:35][N:30]([C:2]2[N:7]=[C:6]([N:8]3[CH2:11][CH2:10][CH:9]3[C:12]3[O:16][N:15]=[C:14]([C:17]4[CH:22]=[CH:21][CH:20]=[CH:19][N:18]=4)[CH:13]=3)[N:5]=[C:4]([NH:23][C:24]3[CH:28]=[C:27]([CH3:29])[NH:26][N:25]=3)[CH:3]=2)[CH2:31][CH2:32]1.